This data is from NCI-60 drug combinations with 297,098 pairs across 59 cell lines. The task is: Regression. Given two drug SMILES strings and cell line genomic features, predict the synergy score measuring deviation from expected non-interaction effect. Synergy scores: CSS=24.4, Synergy_ZIP=-3.60, Synergy_Bliss=-2.54, Synergy_Loewe=-11.6, Synergy_HSA=-0.334. Drug 1: C1=CN(C(=O)N=C1N)C2C(C(C(O2)CO)O)O.Cl. Cell line: NCI-H226. Drug 2: CC1C(C(CC(O1)OC2CC(CC3=C2C(=C4C(=C3O)C(=O)C5=C(C4=O)C(=CC=C5)OC)O)(C(=O)CO)O)N)O.Cl.